From a dataset of Full USPTO retrosynthesis dataset with 1.9M reactions from patents (1976-2016). Predict the reactants needed to synthesize the given product. (1) The reactants are: [C:1]([O:5][C:6]([N:8]1[CH2:12][C:11](=[CH2:13])[CH2:10][CH:9]1[C:14]([OH:16])=[O:15])=[O:7])([CH3:4])(C)C.Cl.O1CCOC[CH2:19]1.CCN(C(C)C)C(C)C.C(OC(Cl)=O)[C:34]1[CH:39]=[CH:38]C=[CH:36][CH:35]=1. Given the product [CH3:19][O:16][C:14]([CH:9]1[CH2:10][C:11](=[CH2:13])[CH2:12][N:8]1[C:6]([O:5][CH2:1][C:4]1[CH:38]=[CH:39][CH:34]=[CH:35][CH:36]=1)=[O:7])=[O:15], predict the reactants needed to synthesize it. (2) Given the product [ClH:1].[F:2][C:3]1[CH:4]=[C:5]([C:10]2[CH:11]([C:50]3[CH:58]=[CH:57][C:53]([CH3:54])=[CH:52][CH:51]=3)[C:12](=[O:30])[C:13]3[C:18]=2[CH2:17][CH:16]=[C:15]([O:19][CH2:20][CH2:21][N:22]2[CH2:27][CH2:26][S:25](=[O:29])(=[O:28])[CH2:24][CH2:23]2)[CH:14]=3)[CH:6]=[C:7]([F:9])[CH:8]=1, predict the reactants needed to synthesize it. The reactants are: [ClH:1].[F:2][C:3]1[CH:4]=[C:5]([C:10]2[C:18]3[C:13](=[CH:14][C:15]([O:19][CH2:20][CH2:21][N:22]4[CH2:27][CH2:26][S:25](=[O:29])(=[O:28])[CH2:24][CH2:23]4)=[CH:16][CH:17]=3)[C:12](=[O:30])[C:11]=2C2C=NC3C(C=2)=CC=CC=3)[CH:6]=[C:7]([F:9])[CH:8]=1.O1CCN(CCO[C:50]2[CH:58]=[C:57]3[C:53]([C:54](C4C=CC=CC=4)=C(Br)C3=O)=[CH:52][CH:51]=2)CC1.B(O)(O)C1C=CC(C)=CC=1. (3) Given the product [CH:37]1([NH:40][CH2:24][C:23]2[N:19]([C:15]3[CH:14]=[C:13]([C:11]4[CH2:10][C:9](=[O:26])[NH:8][C:7]5[CH:27]=[C:28]([C:29]([F:30])([F:31])[F:32])[C:4]([O:3][CH2:1][CH3:2])=[CH:5][C:6]=5[N:12]=4)[CH:18]=[CH:17][CH:16]=3)[N:20]=[N:21][CH:22]=2)[CH2:39][CH2:38]1, predict the reactants needed to synthesize it. The reactants are: [CH2:1]([O:3][C:4]1[C:28]([C:29]([F:32])([F:31])[F:30])=[CH:27][C:7]2[NH:8][C:9](=[O:26])[CH2:10][C:11]([C:13]3[CH:18]=[CH:17][CH:16]=[C:15]([N:19]4[C:23]([CH2:24]O)=[CH:22][N:21]=[N:20]4)[CH:14]=3)=[N:12][C:6]=2[CH:5]=1)[CH3:2].O=S(Cl)Cl.[CH:37]1([NH2:40])[CH2:39][CH2:38]1. (4) The reactants are: [CH:1]1([CH2:7][N:8]2[CH:12]=[CH:11][C:10]([S:13]([NH:16][CH:17]3[CH2:19][CH2:18]3)(=[O:15])=[O:14])=[C:9]2[CH3:20])[CH2:6][CH2:5][CH2:4][CH2:3][CH2:2]1.C1C(=O)N([Br:28])C(=O)C1.O. Given the product [Br:28][C:12]1[N:8]([CH2:7][CH:1]2[CH2:2][CH2:3][CH2:4][CH2:5][CH2:6]2)[C:9]([CH3:20])=[C:10]([S:13]([NH:16][CH:17]2[CH2:19][CH2:18]2)(=[O:15])=[O:14])[CH:11]=1, predict the reactants needed to synthesize it. (5) Given the product [F:1][C:2]1[CH:7]=[CH:6][C:5]([CH2:8][C:9]([N:14]=[C:13]=[S:12])=[O:10])=[CH:4][CH:3]=1, predict the reactants needed to synthesize it. The reactants are: [F:1][C:2]1[CH:7]=[CH:6][C:5]([CH2:8][C:9](Cl)=[O:10])=[CH:4][CH:3]=1.[S-:12][C:13]#[N:14].[Na+].